This data is from Catalyst prediction with 721,799 reactions and 888 catalyst types from USPTO. The task is: Predict which catalyst facilitates the given reaction. (1) Reactant: [C:1]([O:5][C:6](=[O:31])[NH:7][CH:8]1[CH2:13][CH2:12][CH:11]([NH:14][C:15]2[C:16]3[N:17]([C:21]([C:24]4[CH:29]=[CH:28][CH:27]=[C:26](Br)[N:25]=4)=[CH:22][N:23]=3)[CH:18]=[CH:19][N:20]=2)[CH2:10][CH2:9]1)([CH3:4])([CH3:3])[CH3:2].[Cl:32][C:33]1[CH:34]=[C:35]([CH:38]=[CH:39][CH:40]=1)[CH2:36][NH2:37].CN(C1C(C2C(P(C3CCCCC3)C3CCCCC3)=CC=CC=2)=CC=CC=1)C.CC([O-])(C)C.[Na+]. Product: [C:1]([O:5][C:6](=[O:31])[NH:7][CH:8]1[CH2:13][CH2:12][CH:11]([NH:14][C:15]2[C:16]3[N:17]([C:21]([C:24]4[CH:29]=[CH:28][CH:27]=[C:26]([NH:37][CH2:36][C:35]5[CH:38]=[CH:39][CH:40]=[C:33]([Cl:32])[CH:34]=5)[N:25]=4)=[CH:22][N:23]=3)[CH:18]=[CH:19][N:20]=2)[CH2:10][CH2:9]1)([CH3:4])([CH3:3])[CH3:2]. The catalyst class is: 62. (2) Reactant: Cl[C:2]1[C:11]2[C:6](=[CH:7][C:8]([F:13])=[CH:9][C:10]=2[F:12])[N:5]=[C:4]([C:14]2[CH:15]=[N:16][CH:17]=[C:18]([S:20][CH3:21])[CH:19]=2)[C:3]=1[CH3:22].[O:23]1[CH2:28][CH2:27][N:26]([C:29]2[C:34]([NH2:35])=[CH:33][C:32]([N:36]3[CH2:41][CH2:40][O:39][CH2:38][CH2:37]3)=[CH:31][N:30]=2)[CH2:25][CH2:24]1.CC(C1C=C(C(C)C)C(C2C=CC=CC=2P(C2CCCCC2)C2CCCCC2)=C(C(C)C)C=1)C.CC(C)([O-])C.[Na+]. Product: [O:23]1[CH2:28][CH2:27][N:26]([C:29]2[C:34]([NH:35][C:2]3[C:11]4[C:6](=[CH:7][C:8]([F:13])=[CH:9][C:10]=4[F:12])[N:5]=[C:4]([C:14]4[CH:15]=[N:16][CH:17]=[C:18]([S:20][CH3:21])[CH:19]=4)[C:3]=3[CH3:22])=[CH:33][C:32]([N:36]3[CH2:37][CH2:38][O:39][CH2:40][CH2:41]3)=[CH:31][N:30]=2)[CH2:25][CH2:24]1. The catalyst class is: 187.